This data is from Reaction yield outcomes from USPTO patents with 853,638 reactions. The task is: Predict the reaction yield, written as a fraction of the theoretical maximum amount of product (1.0 means a 100% yield; for example, 0.34 means a 34% yield). (1) The reactants are [Cl:1][C:2]1[CH:7]=[CH:6][C:5]([C:8](=[O:10])[CH3:9])=[CH:4][C:3]=1[F:11].ClC1C=C(C2O[N:23]=[C:22]([C:25]([OH:27])=[O:26])C=2)C=CC=1F. No catalyst specified. The product is [Cl:1][C:2]1[CH:7]=[CH:6][C:5]([C:8]2[O:10][N:23]=[C:22]([C:25]([OH:27])=[O:26])[CH:9]=2)=[CH:4][C:3]=1[F:11]. The yield is 0.346. (2) The reactants are [CH3:1][S:2]([O-:4])=[O:3].[Na+].Cl[CH:7]([CH3:13])[C:8]([O:10][CH2:11][CH3:12])=[O:9]. The catalyst is C(O)C. The product is [CH3:1][S:2]([CH:7]([CH3:13])[C:8]([O:10][CH2:11][CH3:12])=[O:9])(=[O:4])=[O:3]. The yield is 0.730.